Dataset: Full USPTO retrosynthesis dataset with 1.9M reactions from patents (1976-2016). Task: Predict the reactants needed to synthesize the given product. Given the product [F:1][C:2]1[CH:7]=[CH:6][CH:5]=[CH:4][C:3]=1[C:8](=[O:34])[CH2:9][CH2:10][CH2:11][CH2:12][CH2:13][CH2:14][N:29]1[CH2:30][CH2:31][CH:26]([C:22]2[CH:21]=[C:20]([NH:19][C:17](=[O:18])[CH:16]([CH3:32])[CH3:15])[CH:25]=[CH:24][CH:23]=2)[CH2:27][CH2:28]1, predict the reactants needed to synthesize it. The reactants are: [F:1][C:2]1[CH:7]=[CH:6][CH:5]=[CH:4][C:3]=1[CH2:8][CH2:9][CH2:10][CH2:11][CH2:12][CH2:13][CH3:14].[CH3:15][CH:16]([CH3:32])[C:17]([NH:19][C:20]1[CH:25]=[CH:24][CH:23]=[C:22]([CH:26]2[CH2:31][CH2:30][NH:29][CH2:28][CH2:27]2)[CH:21]=1)=[O:18].C([O-])([O-])=[O:34].[K+].[K+].[Na+].[I-].